Dataset: Forward reaction prediction with 1.9M reactions from USPTO patents (1976-2016). Task: Predict the product of the given reaction. (1) Given the reactants [Br:1][C:2]1[N:7]=[C:6]([NH:8][C:9]2[CH:10]=[C:11]3[C:15](=[CH:16][CH:17]=2)[NH:14][CH:13]=[CH:12]3)[C:5]([NH2:18])=[N:4][CH:3]=1.[C:19](N1C=CN=C1)(N1C=CN=C1)=[O:20], predict the reaction product. The product is: [Br:1][C:2]1[N:7]=[C:6]2[N:8]([C:9]3[CH:10]=[C:11]4[C:15](=[CH:16][CH:17]=3)[NH:14][CH:13]=[CH:12]4)[C:19](=[O:20])[NH:18][C:5]2=[N:4][CH:3]=1. (2) Given the reactants [C:1]1([N:7]=[C:8]=[O:9])[CH:6]=[CH:5][CH:4]=[CH:3][CH:2]=1.[NH2:10][C:11]1[CH:12]=[C:13]([C:17]2[CH:22]=[CH:21][C:20]([CH:23]=[C:24]3[S:28][C:27](=[O:29])[NH:26][C:25]3=[O:30])=[CH:19][CH:18]=2)[CH:14]=[CH:15][CH:16]=1.C(N(CC)CC)C, predict the reaction product. The product is: [O:29]=[C:27]1[NH:26][C:25](=[O:30])[C:24](=[CH:23][C:20]2[CH:19]=[CH:18][C:17]([C:13]3[CH:14]=[CH:15][CH:16]=[C:11]([NH:10][C:8]([NH:7][C:1]4[CH:6]=[CH:5][CH:4]=[CH:3][CH:2]=4)=[O:9])[CH:12]=3)=[CH:22][CH:21]=2)[S:28]1. (3) Given the reactants [H-].[Na+].[C:3]([C:7]1[CH:19]=[CH:18][C:10]([CH2:11][N:12]2[CH2:16][CH2:15][NH:14][C:13]2=[O:17])=[CH:9][CH:8]=1)([CH3:6])([CH3:5])[CH3:4].Br[CH2:21][C:22]1[CH:27]=[CH:26][C:25]([N:28]2[C:36](=[O:37])[C:35]3[C:30](=[CH:31][CH:32]=[CH:33][CH:34]=3)[C:29]2=[O:38])=[CH:24][CH:23]=1.[Br-].Cl, predict the reaction product. The product is: [C:3]([C:7]1[CH:19]=[CH:18][C:10]([CH2:11][N:12]2[CH2:16][CH2:15][N:14]([CH2:21][C:22]3[CH:23]=[CH:24][C:25]([N:28]4[C:29](=[O:38])[C:30]5[C:35](=[CH:34][CH:33]=[CH:32][CH:31]=5)[C:36]4=[O:37])=[CH:26][CH:27]=3)[C:13]2=[O:17])=[CH:9][CH:8]=1)([CH3:6])([CH3:4])[CH3:5]. (4) Given the reactants [OH:1][CH:2]([C:32]1[CH:37]=[CH:36][C:35]([OH:38])=[CH:34][CH:33]=1)[CH:3]([NH:18][C:19]([C:21]1[CH:22]=[CH:23][CH:24]=[C:25]2[CH2:31][CH2:30][CH2:29][CH:28]=[CH:27][C:26]=12)=[O:20])[CH2:4][C:5]1[CH:10]=[CH:9][CH:8]=[C:7]([O:11][C:12]([F:17])([F:16])[CH:13]([F:15])[F:14])[CH:6]=1.C(=O)([O-])[O-].[K+].[K+].I[CH2:46][CH2:47][CH2:48][CH3:49], predict the reaction product. The product is: [CH2:46]([O:38][C:35]1[CH:36]=[CH:37][C:32]([CH:2]([OH:1])[CH:3]([NH:18][C:19]([C:21]2[CH:22]=[CH:23][CH:24]=[C:25]3[CH2:31][CH2:30][CH2:29][CH:28]=[CH:27][C:26]=23)=[O:20])[CH2:4][C:5]2[CH:10]=[CH:9][CH:8]=[C:7]([O:11][C:12]([F:16])([F:17])[CH:13]([F:15])[F:14])[CH:6]=2)=[CH:33][CH:34]=1)[CH2:47][CH2:48][CH3:49]. (5) The product is: [CH:25]([C:13]1[CH:14]=[C:15]([O:23][CH3:24])[C:16]([C:18]2[N:22]=[CH:21][O:20][N:19]=2)=[CH:17][C:12]=1[O:11][C:5]1[C:6]([NH2:8])=[N:7][C:2]([NH2:1])=[N:3][CH:4]=1)([CH3:27])[CH3:26]. Given the reactants [NH2:1][C:2]1[N:7]=[C:6]([NH:8]C=O)[C:5]([O:11][C:12]2[CH:17]=[C:16]([C:18]3[N:22]=[CH:21][O:20][N:19]=3)[C:15]([O:23][CH3:24])=[CH:14][C:13]=2[CH:25]([CH3:27])[CH3:26])=[CH:4][N:3]=1.NC1C(OC2C=C(C3N=CON=3)C(OC)=CC=2C(C)C)=CN=C(NC=O)N=1.C(NC1C(OC2C=C(C3N=CON=3)C(OC)=CC=2C(C)C)=CN=C(NC=O)N=1)=O, predict the reaction product. (6) Given the reactants [Cl:1][C:2]1[C:10]2[C:5](=[CH:6][C:7]([S:11]([NH:14][C@H:15]3[CH2:19][CH2:18][N:17]([C:20]4[C:21]([F:37])=[C:22]5[C:27](=[CH:28][CH:29]=4)[CH2:26][N:25](C(OC(C)(C)C)=O)[CH2:24][CH2:23]5)[C:16]3=[O:38])(=[O:13])=[O:12])=[CH:8][CH:9]=2)[N:4]([Si](C(C)C)(C(C)C)C(C)C)[CH:3]=1.Cl, predict the reaction product. The product is: [ClH:1].[Cl:1][C:2]1[C:10]2[C:5](=[CH:6][C:7]([S:11]([NH:14][C@H:15]3[CH2:19][CH2:18][N:17]([C:20]4[C:21]([F:37])=[C:22]5[C:27](=[CH:28][CH:29]=4)[CH2:26][NH:25][CH2:24][CH2:23]5)[C:16]3=[O:38])(=[O:13])=[O:12])=[CH:8][CH:9]=2)[NH:4][CH:3]=1. (7) Given the reactants [O:1]1[CH2:15][CH:2]1[CH2:3][N:4]1[C:8](=[O:9])[C:7]2=[CH:10][CH:11]=[CH:12][CH:13]=[C:6]2[C:5]1=[O:14].[N-:16]=[N+:17]=[N-:18].[Na+].[Cl-].[NH4+], predict the reaction product. The product is: [N:16]([CH2:15][CH:2]([OH:1])[CH2:3][N:4]1[C:8](=[O:9])[C:7]2=[CH:10][CH:11]=[CH:12][CH:13]=[C:6]2[C:5]1=[O:14])=[N+:17]=[N-:18]. (8) The product is: [Br:8][C:6]1[CH:5]=[N:4][CH:3]=[C:2]([C:9]2[CH:14]=[CH:13][CH:12]=[CH:11][CH:10]=2)[CH:7]=1. Given the reactants Br[C:2]1[CH:3]=[N:4][CH:5]=[C:6]([Br:8])[CH:7]=1.[C:9]1(B(O)O)[CH:14]=[CH:13][CH:12]=[CH:11][CH:10]=1, predict the reaction product. (9) Given the reactants [CH3:1][C:2]1[N:7]=[C:6]2[S:8][C:9]3[CH2:14][CH2:13][CH2:12][CH2:11][C:10]=3[C:5]2=[C:4]([C:15]2[CH:16]=[N:17][C:18]([CH3:21])=[CH:19][CH:20]=2)[C:3]=1[CH:22]([O:27][C:28]([CH3:31])([CH3:30])[CH3:29])[C:23]([O:25]C)=[O:24].[OH-].[Na+], predict the reaction product. The product is: [CH3:1][C:2]1[N:7]=[C:6]2[S:8][C:9]3[CH2:14][CH2:13][CH2:12][CH2:11][C:10]=3[C:5]2=[C:4]([C:15]2[CH:16]=[N:17][C:18]([CH3:21])=[CH:19][CH:20]=2)[C:3]=1[CH:22]([O:27][C:28]([CH3:31])([CH3:30])[CH3:29])[C:23]([OH:25])=[O:24].